Dataset: Full USPTO retrosynthesis dataset with 1.9M reactions from patents (1976-2016). Task: Predict the reactants needed to synthesize the given product. Given the product [NH2:9][C:8]1[C:7]2[C:2](=[CH:3][C:4]([OH:10])=[CH:5][CH:6]=2)[N:12]([CH3:11])[N:13]=1, predict the reactants needed to synthesize it. The reactants are: F[C:2]1[C:7]([C:8]#[N:9])=[CH:6][CH:5]=[C:4]([OH:10])[CH:3]=1.[CH3:11][NH:12][NH2:13].